From a dataset of Forward reaction prediction with 1.9M reactions from USPTO patents (1976-2016). Predict the product of the given reaction. (1) Given the reactants Br[C:2]1[CH:3]=[C:4]([CH2:12][O:13][Si:14]([C:17]([CH3:20])([CH3:19])[CH3:18])([CH3:16])[CH3:15])[CH:5]=[C:6]2[C:11]=1[N:10]=[CH:9][CH:8]=[CH:7]2.C([Li])CCC.CN([CH:29]=[O:30])C, predict the reaction product. The product is: [CH3:18][C:17]([Si:14]([CH3:16])([CH3:15])[O:13][CH2:12][C:4]1[CH:5]=[C:6]2[C:11](=[C:2]([CH:29]=[O:30])[CH:3]=1)[N:10]=[CH:9][CH:8]=[CH:7]2)([CH3:20])[CH3:19]. (2) Given the reactants [Br:1][C:2]1[C:3](Cl)=[N:4][CH:5]=[C:6]([N+:8]([O-:10])=[O:9])[CH:7]=1.[F:12][C:13]1[CH:19]=[C:18]([F:20])[CH:17]=[CH:16][C:14]=1[NH2:15], predict the reaction product. The product is: [Br:1][C:2]1[C:3]([NH:15][C:14]2[CH:16]=[CH:17][C:18]([F:20])=[CH:19][C:13]=2[F:12])=[N:4][CH:5]=[C:6]([N+:8]([O-:10])=[O:9])[CH:7]=1.